From a dataset of Full USPTO retrosynthesis dataset with 1.9M reactions from patents (1976-2016). Predict the reactants needed to synthesize the given product. (1) Given the product [C:4]([O:3][C:1]([N:8]1[C:16]2[C:11](=[CH:12][CH:13]=[CH:14][CH:15]=2)[CH:10]=[C:9]1[C:25]1[CH:24]=[N:23][CH:22]=[C:21]([Cl:20])[CH:26]=1)=[O:2])([CH3:7])([CH3:6])[CH3:5], predict the reactants needed to synthesize it. The reactants are: [C:1]([N:8]1[C:16]2[C:11](=[CH:12][CH:13]=[CH:14][CH:15]=2)[CH:10]=[C:9]1B(O)O)([O:3][C:4]([CH3:7])([CH3:6])[CH3:5])=[O:2].[Cl:20][C:21]1[CH:22]=[N:23][CH:24]=[C:25](Br)[CH:26]=1.COC1C=CC=C(OC)C=1C1C=CC=CC=1P(C1CCCCC1)C1CCCCC1.P([O-])([O-])([O-])=O.[K+].[K+].[K+].N#N. (2) Given the product [Br:17][C:18]1[CH:19]=[C:20]([CH:23]=[CH:24][CH:25]=1)[CH2:21][NH:22][C:9](=[O:10])[O:11][C:12]([CH3:13])([CH3:14])[CH3:15], predict the reactants needed to synthesize it. The reactants are: [C:9](O[C:9]([O:11][C:12]([CH3:15])([CH3:14])[CH3:13])=[O:10])([O:11][C:12]([CH3:15])([CH3:14])[CH3:13])=[O:10].Cl.[Br:17][C:18]1[CH:19]=[C:20]([CH:23]=[CH:24][CH:25]=1)[CH2:21][NH2:22].C(N(CC)CC)C. (3) The reactants are: [CH2:1]([NH:8][C:9]1[CH:10]=[CH:11][C:12]2[O:16][C:15]([CH:17]([NH:24][C:25]3[CH:30]=[CH:29][C:28]([C:31]([N:33]([CH3:41])[CH2:34][CH2:35][C:36]([O:38]CC)=[O:37])=[O:32])=[CH:27][CH:26]=3)[CH:18]3[CH2:23][CH2:22][CH2:21][CH2:20][CH2:19]3)=[C:14]([CH3:42])[C:13]=2[CH:43]=1)[C:2]1[CH:7]=[CH:6][CH:5]=[CH:4][CH:3]=1.O1CCCC1.[OH-].[Na+]. Given the product [CH2:1]([NH:8][C:9]1[CH:10]=[CH:11][C:12]2[O:16][C:15]([CH:17]([NH:24][C:25]3[CH:26]=[CH:27][C:28]([C:31]([N:33]([CH3:41])[CH2:34][CH2:35][C:36]([OH:38])=[O:37])=[O:32])=[CH:29][CH:30]=3)[CH:18]3[CH2:19][CH2:20][CH2:21][CH2:22][CH2:23]3)=[C:14]([CH3:42])[C:13]=2[CH:43]=1)[C:2]1[CH:7]=[CH:6][CH:5]=[CH:4][CH:3]=1, predict the reactants needed to synthesize it. (4) Given the product [F:19][C:14]1[C:13]2[S:12][CH:11]=[C:10]([CH:22]=[O:23])[C:18]=2[CH:17]=[CH:16][CH:15]=1, predict the reactants needed to synthesize it. The reactants are: ClC1C=CC=CC=1.CO[CH:10](OC)[CH2:11][S:12][C:13]1[CH:18]=[CH:17][CH:16]=[CH:15][C:14]=1[F:19].[CH3:22][O:23]C(Cl)Cl.C([O-])(O)=O.[Na+]. (5) Given the product [CH3:24][O:25][C:26](=[O:61])[CH2:27][O:28][C:29]1[CH:34]=[CH:33][C:32]([CH2:35][N:36]2[C:44]3[C:39](=[CH:40][C:41]([NH:45][S:46]([C:49]4[CH:54]=[CH:53][C:52]([C:55]5[CH:56]=[CH:57][CH:58]=[CH:59][CH:60]=5)=[CH:51][CH:50]=4)(=[O:48])=[O:47])=[CH:42][CH:43]=3)[CH:38]=[CH:37]2)=[CH:31][CH:30]=1.[C:52]1([C:55]2[CH:56]=[CH:57][CH:58]=[CH:59][CH:60]=2)[CH:51]=[CH:50][C:49]([S:46]([NH:45][C:41]2[CH:40]=[C:39]3[C:44](=[CH:43][CH:42]=2)[N:36]([CH2:35][C:32]2[CH:33]=[CH:34][C:29]([O:28][CH2:27][C:26]([OH:61])=[O:25])=[CH:30][CH:31]=2)[CH:37]=[CH:38]3)(=[O:48])=[O:47])=[CH:54][CH:53]=1, predict the reactants needed to synthesize it. The reactants are: COC(=O)COC1C=CC(CN2C3C(=CC(N)=CC=3)C=C2)=CC=1.[CH3:24][O:25][C:26](=[O:61])[CH2:27][O:28][C:29]1[CH:34]=[CH:33][C:32]([CH2:35][N:36]2[C:44]3[C:39](=[CH:40][C:41]([NH:45][S:46]([C:49]4[CH:54]=[CH:53][C:52]([C:55]5[CH:60]=[CH:59][CH:58]=[CH:57][CH:56]=5)=[CH:51][CH:50]=4)(=[O:48])=[O:47])=[CH:42][CH:43]=3)[CH:38]=[CH:37]2)=[CH:31][CH:30]=1. (6) Given the product [Br:1][C:2]1[CH:13]=[CH:12][C:5]([C:6](=[O:7])[CH3:15])=[C:4]([F:14])[CH:3]=1, predict the reactants needed to synthesize it. The reactants are: [Br:1][C:2]1[CH:13]=[CH:12][C:5]([C:6](N(OC)C)=[O:7])=[C:4]([F:14])[CH:3]=1.[CH3:15][Mg]Cl.OS([O-])(=O)=O.[Na+].O.